Dataset: Forward reaction prediction with 1.9M reactions from USPTO patents (1976-2016). Task: Predict the product of the given reaction. (1) Given the reactants C([O:4][C:5](=[O:77])[CH2:6][C@H:7]([OH:76])[C@H:8]([NH:16][C:17](=[O:75])[C@H:18]([NH:40][C:41](=[O:74])[C@H:42]([NH:44][C:45](=[O:73])[CH2:46][C@H:47]([OH:72])/[CH:48]=[CH:49]/[CH2:50][CH2:51][S:52][C:53]([C:66]1[CH:71]=[CH:70][CH:69]=[CH:68][CH:67]=1)([C:60]1[CH:65]=[CH:64][CH:63]=[CH:62][CH:61]=1)[C:54]1[CH:59]=[CH:58][CH:57]=[CH:56][CH:55]=1)[CH3:43])[CH2:19][S:20][C:21]([C:34]1[CH:39]=[CH:38][CH:37]=[CH:36][CH:35]=1)([C:28]1[CH:33]=[CH:32][CH:31]=[CH:30][CH:29]=1)[C:22]1[CH:27]=[CH:26][CH:25]=[CH:24][CH:23]=1)[CH2:9][C:10]1[CH:15]=[CH:14][CH:13]=[CH:12][CH:11]=1)C=C.N1CCOCC1.CC(O)=O, predict the reaction product. The product is: [OH:76][C@H:7]([C@H:8]([NH:16][C:17](=[O:75])[C@H:18]([NH:40][C:41](=[O:74])[C@H:42]([NH:44][C:45](=[O:73])[CH2:46][C@H:47]([OH:72])/[CH:48]=[CH:49]/[CH2:50][CH2:51][S:52][C:53]([C:66]1[CH:71]=[CH:70][CH:69]=[CH:68][CH:67]=1)([C:60]1[CH:65]=[CH:64][CH:63]=[CH:62][CH:61]=1)[C:54]1[CH:55]=[CH:56][CH:57]=[CH:58][CH:59]=1)[CH3:43])[CH2:19][S:20][C:21]([C:22]1[CH:23]=[CH:24][CH:25]=[CH:26][CH:27]=1)([C:28]1[CH:33]=[CH:32][CH:31]=[CH:30][CH:29]=1)[C:34]1[CH:39]=[CH:38][CH:37]=[CH:36][CH:35]=1)[CH2:9][C:10]1[CH:15]=[CH:14][CH:13]=[CH:12][CH:11]=1)[CH2:6][C:5]([OH:77])=[O:4]. (2) Given the reactants [H-].[Na+].[N:3]1([CH2:8][CH2:9][CH2:10][O:11][C:12]2[CH:17]=[CH:16][C:15]([OH:18])=[CH:14][CH:13]=2)[CH:7]=[CH:6][N:5]=[N:4]1.Cl[CH2:20][C:21]1[N:22]=[C:23]([CH:26]=[CH:27][C:28]2[CH:33]=[CH:32][C:31]([S:34]([C:36]([F:39])([F:38])[F:37])=[O:35])=[CH:30][CH:29]=2)[O:24][CH:25]=1.O, predict the reaction product. The product is: [F:39][C:36]([F:37])([F:38])[S:34]([C:31]1[CH:32]=[CH:33][C:28]([CH:27]=[CH:26][C:23]2[O:24][CH:25]=[C:21]([CH2:20][O:18][C:15]3[CH:14]=[CH:13][C:12]([O:11][CH2:10][CH2:9][CH2:8][N:3]4[CH:7]=[CH:6][N:5]=[N:4]4)=[CH:17][CH:16]=3)[N:22]=2)=[CH:29][CH:30]=1)=[O:35]. (3) Given the reactants [CH2:1]([O:3][CH2:4][CH2:5][O:6][CH2:7][CH2:8][O:9]C)[CH3:2].COCCOCCOCCCC.COCCOCCOCCOC.COCCOCCOCCOCCOC.C(OCCOCCOCCOCCO)CCC, predict the reaction product. The product is: [CH3:2][CH2:1][O:3][CH2:4][CH2:5][O:6][CH2:7][CH2:8][OH:9]. (4) Given the reactants [Li]CCCC.[CH3:6][C:7]1[S:11][CH:10]=[N:9][CH:8]=1.F[C:13]1[CH:18]=[CH:17][C:16]([C:19]([F:22])([F:21])[F:20])=[CH:15][C:14]=1[N+:23]([O-:25])=[O:24], predict the reaction product. The product is: [CH3:6][C:7]1[S:11][C:10]([C:13]2[CH:18]=[CH:17][C:16]([C:19]([F:22])([F:20])[F:21])=[CH:15][C:14]=2[N+:23]([O-:25])=[O:24])=[N:9][CH:8]=1.